From a dataset of Forward reaction prediction with 1.9M reactions from USPTO patents (1976-2016). Predict the product of the given reaction. (1) Given the reactants S(=O)(=O)(O)O.[CH3:6][N:7]([CH3:12])[CH:8]=[CH:9][CH:10]=[O:11].[CH2:13]=[O:14].[CH3:15]O, predict the reaction product. The product is: [CH3:6][N:7]([CH3:12])[CH:8]=[C:9]([CH2:13][O:14][CH3:15])[CH:10]=[O:11]. (2) Given the reactants [Cl:1][C:2]1[CH:7]=[CH:6][N:5]([C:8]2[CH:13]=[CH:12][CH:11]=[CH:10][C:9]=2[CH3:14])[C:4](=[O:15])[C:3]=1[CH:16]=O.Cl.[NH2:19][OH:20].Cl, predict the reaction product. The product is: [Cl:1][C:2]1[CH:7]=[CH:6][N:5]([C:8]2[CH:13]=[CH:12][CH:11]=[CH:10][C:9]=2[CH3:14])[C:4](=[O:15])[C:3]=1[CH:16]=[N:19][OH:20]. (3) The product is: [CH3:39][C:25]1[CH:26]=[C:27]([O:30][C:31]2[CH:32]=[C:33]([N:10]3[CH:11]=[C:12]([C:14]([F:17])([F:15])[F:16])[CH:13]=[C:8]([O:1][C:2]4[CH:3]=[CH:4][CH:5]=[CH:6][CH:7]=4)[C:9]3=[O:18])[CH:34]=[C:35]([CH3:37])[CH:36]=2)[CH:28]=[CH:29][C:24]=1[CH2:23][CH2:22][C:21]([OH:40])=[O:20]. Given the reactants [O:1]([C:8]1[C:9]([OH:18])=[N:10][CH:11]=[C:12]([C:14]([F:17])([F:16])[F:15])[CH:13]=1)[C:2]1[CH:7]=[CH:6][CH:5]=[CH:4][CH:3]=1.C[O:20][C:21](=[O:40])[CH2:22][CH2:23][C:24]1[CH:29]=[CH:28][C:27]([O:30][C:31]2[CH:36]=[C:35]([CH3:37])[CH:34]=[C:33](Br)[CH:32]=2)=[CH:26][C:25]=1[CH3:39], predict the reaction product. (4) Given the reactants [C:1]([O:5][C:6]([N:8]1[CH2:13][CH:12]=[C:11]([CH:14]([C:16]([O:18][CH2:19][CH3:20])=[O:17])[CH3:15])[CH2:10][CH2:9]1)=[O:7])([CH3:4])([CH3:3])[CH3:2], predict the reaction product. The product is: [C:1]([O:5][C:6]([N:8]1[CH2:13][CH2:12][CH:11]([CH:14]([C:16]([O:18][CH2:19][CH3:20])=[O:17])[CH3:15])[CH2:10][CH2:9]1)=[O:7])([CH3:4])([CH3:2])[CH3:3].